This data is from Forward reaction prediction with 1.9M reactions from USPTO patents (1976-2016). The task is: Predict the product of the given reaction. (1) Given the reactants Br[C:2]1[CH:3]=[CH:4][C:5]([C:8]#[N:9])=[N:6][CH:7]=1.[C:10](C1C=C(C)C=C(C(C)(C)C)C=1O)(C)(C)[CH3:11].C([Sn](CCCC)(CCCC)C=C)CCC.[Na].C(NN)=O, predict the reaction product. The product is: [CH:10]([C:2]1[CH:3]=[CH:4][C:5]([C:8]#[N:9])=[N:6][CH:7]=1)=[CH2:11]. (2) Given the reactants [CH3:1][C@@H:2]1[NH:7][CH2:6][CH2:5][N:4]([S:8]([C:11]2[CH:16]=[CH:15][C:14]([C:17]([F:20])([F:19])[F:18])=[CH:13][C:12]=2[CH3:21])(=[O:10])=[O:9])[CH2:3]1.[N:22]1[N:26]2[CH:27]=[CH:28][CH:29]=[N:30][C:25]2=[C:24]([C:31](O)=[O:32])[CH:23]=1.C1C=CC2N(O)N=NC=2C=1.CCN(C(C)C)C(C)C.CN(C(ON1N=NC2C=CC=CC1=2)=[N+](C)C)C.F[P-](F)(F)(F)(F)F, predict the reaction product. The product is: [CH3:1][C@H:2]1[CH2:3][N:4]([S:8]([C:11]2[CH:16]=[CH:15][C:14]([C:17]([F:20])([F:18])[F:19])=[CH:13][C:12]=2[CH3:21])(=[O:9])=[O:10])[CH2:5][CH2:6][N:7]1[C:31]([C:24]1[CH:23]=[N:22][N:26]2[CH:27]=[CH:28][CH:29]=[N:30][C:25]=12)=[O:32]. (3) Given the reactants Cl.[CH3:2][S:3]([C:6]1[CH:10]=[CH:9][S:8][C:7]=1[CH2:11][CH2:12][CH:13]1[CH2:18][CH2:17][NH:16][CH2:15][CH2:14]1)(=[O:5])=[O:4].Cl[CH2:20][C:21]1[C:22]([O:27][CH3:28])=[N:23][CH:24]=[CH:25][CH:26]=1.C(=O)([O-])[O-].[K+].[K+].O, predict the reaction product. The product is: [CH3:28][O:27][C:22]1[C:21]([CH2:20][N:16]2[CH2:17][CH2:18][CH:13]([CH2:12][CH2:11][C:7]3[S:8][CH:9]=[CH:10][C:6]=3[S:3]([CH3:2])(=[O:4])=[O:5])[CH2:14][CH2:15]2)=[CH:26][CH:25]=[CH:24][N:23]=1. (4) Given the reactants [CH2:1]([O:3][C:4](=[O:17])[CH2:5][NH:6][CH2:7][CH2:8][CH2:9][N:10]1[CH2:15][CH2:14][N:13]([CH3:16])[CH2:12][CH2:11]1)[CH3:2].C(N(CC)CC)C.Br.[Br:26][C:27]1[CH:28]=[C:29]([CH2:34]Br)[C:30]([NH2:33])=[N:31][CH:32]=1, predict the reaction product. The product is: [CH2:1]([O:3][C:4](=[O:17])[CH2:5][N:6]([CH2:34][C:29]1[C:30]([NH2:33])=[N:31][CH:32]=[C:27]([Br:26])[CH:28]=1)[CH2:7][CH2:8][CH2:9][N:10]1[CH2:15][CH2:14][N:13]([CH3:16])[CH2:12][CH2:11]1)[CH3:2]. (5) Given the reactants [F:1][C:2]1[CH:3]=[C:4]2[C:9](=[C:10]([O:13][CH3:14])[C:11]=1[F:12])[N:8]([C:15]1[CH:20]=[CH:19][C:18]([CH2:21][N:22]3[CH2:26]CC[CH2:23]3)=[CH:17][CH:16]=1)[CH:7]=[C:6]([C:27]([O:29][CH2:30][CH3:31])=[O:28])[C:5]2=[O:32].CN(CC1C=CC(N)=CC=1)C, predict the reaction product. The product is: [CH3:23][N:22]([CH2:21][C:18]1[CH:19]=[CH:20][C:15]([N:8]2[C:9]3[C:4](=[CH:3][C:2]([F:1])=[C:11]([F:12])[C:10]=3[O:13][CH3:14])[C:5](=[O:32])[C:6]([C:27]([O:29][CH2:30][CH3:31])=[O:28])=[CH:7]2)=[CH:16][CH:17]=1)[CH3:26]. (6) Given the reactants [F:1][C:2]1[CH:3]=[C:4]([CH:29]=[CH:30][CH:31]=1)[O:5][C:6]1[CH:28]=[CH:27][C:9]([O:10][C:11]2[N:19]=[CH:18][C:17](NC3CCCNC3)=[CH:16][C:12]=2[C:13]([NH2:15])=[O:14])=[CH:8][CH:7]=1.C([N:34]([CH2:37][CH3:38])[CH2:35][CH3:36])C.[C:39](Cl)(=[O:42])[CH:40]=[CH2:41].[CH2:44](Cl)Cl, predict the reaction product. The product is: [C:39]([N:34]1[CH2:35][CH2:36][CH2:44][CH:38]([C:17]2[CH:18]=[N:19][C:11]([O:10][C:9]3[CH:8]=[CH:7][C:6]([O:5][C:4]4[CH:29]=[CH:30][CH:31]=[C:2]([F:1])[CH:3]=4)=[CH:28][CH:27]=3)=[C:12]([C:13]([NH2:15])=[O:14])[CH:16]=2)[CH2:37]1)(=[O:42])[CH:40]=[CH2:41]. (7) Given the reactants [CH:1]12[NH:7][CH:4]([CH2:5][CH2:6]1)[CH2:3][CH:2]2[NH:8][C:9]1[C:10]2[CH:11]=[CH:12][N:13]=[CH:14][C:15]=2[CH:16]=[CH:17][CH:18]=1.[CH3:19][C:20]1[CH:27]=[CH:26][C:23]([CH:24]=O)=[CH:22][CH:21]=1, predict the reaction product. The product is: [CH3:19][C:20]1[CH:27]=[CH:26][C:23]([CH2:24][N:7]2[CH:4]3[CH2:5][CH2:6][CH:1]2[CH:2]([NH:8][C:9]2[C:10]4[CH:11]=[CH:12][N:13]=[CH:14][C:15]=4[CH:16]=[CH:17][CH:18]=2)[CH2:3]3)=[CH:22][CH:21]=1.